Dataset: Full USPTO retrosynthesis dataset with 1.9M reactions from patents (1976-2016). Task: Predict the reactants needed to synthesize the given product. Given the product [C:2]([C:23]1[C:28](=[O:29])[N:27]([CH3:30])[C:26]([NH:31][C:32]2[CH:37]=[CH:36][C:35]([S:38][CH3:39])=[CH:34][C:33]=2[F:40])=[C:25]([C:41]([O:43][CH3:44])=[O:42])[CH:24]=1)#[N:3], predict the reactants needed to synthesize it. The reactants are: F[C:2]1[N:3](C)C(=O)C(NC2C=CC=CC=2)=C(SC)C=1C([O-])=O.Br[C:23]1[C:28](=[O:29])[N:27]([CH3:30])[C:26]([NH:31][C:32]2[CH:37]=[CH:36][C:35]([S:38][CH3:39])=[CH:34][C:33]=2[F:40])=[C:25]([C:41]([O:43][CH3:44])=[O:42])[CH:24]=1.